This data is from Catalyst prediction with 721,799 reactions and 888 catalyst types from USPTO. The task is: Predict which catalyst facilitates the given reaction. (1) Reactant: [Cl:1][C:2]1[CH:3]=[C:4]2[C:9](=[CH:10][C:11]=1F)[O:8][CH:7]([C:13]([F:16])([F:15])[F:14])[C:6]([C:17]([O:19][CH2:20][CH3:21])=[O:18])=[CH:5]2.[CH3:22][CH:23]1[CH2:28][CH:27]([CH3:29])[CH2:26][NH:25][CH2:24]1.C([O-])([O-])=O.[K+].[K+]. Product: [Cl:1][C:2]1[CH:3]=[C:4]2[C:9](=[CH:10][C:11]=1[N:25]1[CH2:26][CH:27]([CH3:29])[CH2:28][CH:23]([CH3:22])[CH2:24]1)[O:8][CH:7]([C:13]([F:16])([F:15])[F:14])[C:6]([C:17]([O:19][CH2:20][CH3:21])=[O:18])=[CH:5]2. The catalyst class is: 3. (2) Reactant: [C:1]([C:5]1[CH:10]=[CH:9][C:8]([OH:11])=[C:7]([Cl:12])[CH:6]=1)([CH3:4])([CH3:3])[CH3:2].CCN(CC)CC.Cl[C:21]([O:23][CH3:24])=[O:22]. Product: [C:21](=[O:22])([O:23][CH3:24])[O:11][C:8]1[CH:9]=[CH:10][C:5]([C:1]([CH3:4])([CH3:2])[CH3:3])=[CH:6][C:7]=1[Cl:12]. The catalyst class is: 154. (3) Reactant: [Cl:1][C:2]1[C:7]([S:8](=[O:12])(=[O:11])[NH:9][CH3:10])=[CH:6][C:5]([C:13]2[N:14]([C:32](Cl)=[O:33])[CH:15]([C:25]3[CH:30]=[CH:29][C:28]([Cl:31])=[CH:27][CH:26]=3)[CH:16]([C:18]3[CH:23]=[CH:22][C:21]([Cl:24])=[CH:20][CH:19]=3)[N:17]=2)=[C:4]([O:35][CH2:36][CH3:37])[CH:3]=1.O.[OH:39][N:40]1[C:44]2[CH:45]=[CH:46][CH:47]=[CH:48][C:43]=2[N:42]=[N:41]1.C(N(C(C)C)CC)(C)C. Product: [N:40]1([O:39][C:32]([N:14]2[C@H:15]([C:25]3[CH:30]=[CH:29][C:28]([Cl:31])=[CH:27][CH:26]=3)[C@H:16]([C:18]3[CH:19]=[CH:20][C:21]([Cl:24])=[CH:22][CH:23]=3)[N:17]=[C:13]2[C:5]2[CH:6]=[C:7]([S:8](=[O:12])(=[O:11])[NH:9][CH3:10])[C:2]([Cl:1])=[CH:3][C:4]=2[O:35][CH2:36][CH3:37])=[O:33])[C:44]2[CH:45]=[CH:46][CH:47]=[CH:48][C:43]=2[N:42]=[N:41]1. The catalyst class is: 2. (4) Reactant: [F:1][C:2]([F:26])([F:25])[C:3]1[CH:4]=[CH:5][C:6]([OH:24])=[C:7]([C:9]2[N:10]([C:15]3[N:20]=[C:19]([C:21]([OH:23])=[O:22])[CH:18]=[CH:17][CH:16]=3)[C:11]([CH3:14])=[CH:12][CH:13]=2)[CH:8]=1.[F:27][C:28]1[C:35]([F:36])=[CH:34][CH:33]=[CH:32][C:29]=1[CH2:30]Br.C([O-])([O-])=O.[K+].[K+].O. Product: [F:27][C:28]1[C:35]([F:36])=[CH:34][CH:33]=[CH:32][C:29]=1[CH2:30][O:22][C:21](=[O:23])[C:19]1[CH:18]=[CH:17][CH:16]=[C:15]([N:10]2[C:11]([CH3:14])=[CH:12][CH:13]=[C:9]2[C:7]2[CH:8]=[C:3]([C:2]([F:1])([F:25])[F:26])[CH:4]=[CH:5][C:6]=2[O:24][CH2:30][C:29]2[CH:32]=[CH:33][CH:34]=[C:35]([F:36])[C:28]=2[F:27])[N:20]=1. The catalyst class is: 85. (5) Reactant: [OH:1][C:2]1[CH:10]=[CH:9][CH:8]=[C:7]2[C:3]=1[CH:4]=[C:5]([CH3:11])[NH:6]2.[CH2:12]([O:14][C:15](=[O:21])[CH:16](Br)[CH:17]([CH3:19])[CH3:18])[CH3:13].C(=O)([O-])[O-].[K+].[K+]. Product: [CH2:12]([O:14][C:15](=[O:21])[CH:16]([O:1][C:2]1[CH:10]=[CH:9][CH:8]=[C:7]2[C:3]=1[CH:4]=[C:5]([CH3:11])[NH:6]2)[CH:17]([CH3:19])[CH3:18])[CH3:13]. The catalyst class is: 21.